Dataset: Catalyst prediction with 721,799 reactions and 888 catalyst types from USPTO. Task: Predict which catalyst facilitates the given reaction. (1) Reactant: [N:1]1[CH:6]=[CH:5][CH:4]=[CH:3][C:2]=1[NH:7][C:8]1[CH:13]=[CH:12][CH:11]=[CH:10][C:9]=1[NH2:14].[F:15][C:16]1[CH:26]=[CH:25][C:19](/[CH:20]=[CH:21]/[C:22]([Cl:24])=O)=[CH:18][CH:17]=1.N1C=CC=CC=1N1C2C=CC=CC=2N=C1/C=C/C1C=CC=CC=1.Cl. Product: [ClH:24].[N:1]1[CH:6]=[CH:5][CH:4]=[CH:3][C:2]=1[N:7]1[C:8]2[CH:13]=[CH:12][CH:11]=[CH:10][C:9]=2[N:14]=[C:22]1/[CH:21]=[CH:20]/[C:19]1[CH:25]=[CH:26][C:16]([F:15])=[CH:17][CH:18]=1. The catalyst class is: 5. (2) Reactant: [CH3:1][C:2]1[CH:10]=[C:9]([CH3:11])[CH:8]=[C:7]2[C:3]=1[CH2:4][CH2:5][N:6]2[C:12](=[O:20])[CH2:13][C:14]1[CH:19]=[CH:18][CH:17]=[CH:16][N:15]=1.[N+:21]([O-])([OH:23])=[O:22].C(=O)([O-])[O-].[K+].[K+]. Product: [CH3:1][C:2]1[C:10]([N+:21]([O-:23])=[O:22])=[C:9]([CH3:11])[CH:8]=[C:7]2[C:3]=1[CH2:4][CH2:5][N:6]2[C:12](=[O:20])[CH2:13][C:14]1[CH:19]=[CH:18][CH:17]=[CH:16][N:15]=1. The catalyst class is: 15. (3) Reactant: Cl.[CH3:2][O:3][C:4]1[CH:16]=[CH:15][C:7]([CH2:8][C@@H:9]([C:11]([O:13][CH3:14])=[O:12])[NH2:10])=[CH:6][CH:5]=1.[C:17](O)(=[O:20])[CH:18]=[CH2:19].C1CCC(N=C=NC2CCCCC2)CC1.C(N(CC)CC)C. Product: [C:17]([NH:10][C@H:9]([C:11]([O:13][CH3:14])=[O:12])[CH2:8][C:7]1[CH:6]=[CH:5][C:4]([O:3][CH3:2])=[CH:16][CH:15]=1)(=[O:20])[CH:18]=[CH2:19]. The catalyst class is: 22. (4) Reactant: [CH:1]([Si:4]([C:11]#[C:12][C:13]1[C:18]([NH2:19])=[CH:17][CH:16]=[CH:15][C:14]=1[NH2:20])([CH:8]([CH3:10])[CH3:9])[CH:5]([CH3:7])[CH3:6])([CH3:3])[CH3:2].[Cl:21]N1C(=O)CCC1=O. Product: [Cl:21][C:17]1[CH:16]=[CH:15][C:14]([NH2:20])=[C:13]([C:12]#[C:11][Si:4]([CH:5]([CH3:6])[CH3:7])([CH:8]([CH3:10])[CH3:9])[CH:1]([CH3:2])[CH3:3])[C:18]=1[NH2:19]. The catalyst class is: 49. (5) Reactant: [CH3:1][O:2][C:3]1[CH:4]=[C:5]2[C:10](=[CH:11][CH:12]=1)[CH:9]=[C:8]([OH:13])[CH:7]=[CH:6]2.C1C(=O)N([Br:21])C(=O)C1.O. Product: [Br:21][C:9]1[C:10]2[C:5](=[CH:4][C:3]([O:2][CH3:1])=[CH:12][CH:11]=2)[CH:6]=[CH:7][C:8]=1[OH:13]. The catalyst class is: 3. (6) Reactant: [Br:1][C:2]1[CH:7]=[CH:6][C:5]([CH2:8][OH:9])=[CH:4][CH:3]=1.N1C=CN=C1.[Si:15](Cl)([C:18]([CH3:21])([CH3:20])[CH3:19])([CH3:17])[CH3:16]. Product: [Br:1][C:2]1[CH:7]=[CH:6][C:5]([CH2:8][O:9][Si:15]([C:18]([CH3:21])([CH3:20])[CH3:19])([CH3:17])[CH3:16])=[CH:4][CH:3]=1. The catalyst class is: 46. (7) Reactant: [OH:1][CH:2]1[CH2:5][N:4]([C:6]2[S:7][CH:8]=[C:9]([C:11](=[O:20])[NH:12][C@H:13]([CH2:18][OH:19])[C@@H:14]([CH3:17])[CH2:15][CH3:16])[N:10]=2)[CH2:3]1.[Si:21](Cl)([C:24]([CH3:27])([CH3:26])[CH3:25])([CH3:23])[CH3:22].N1C=CN=C1. Product: [OH:1][CH:2]1[CH2:5][N:4]([C:6]2[S:7][CH:8]=[C:9]([C:11](=[O:20])[NH:12][C@H:13]([CH2:18][O:19][Si:21]([C:24]([CH3:27])([CH3:26])[CH3:25])([CH3:23])[CH3:22])[C@@H:14]([CH3:17])[CH2:15][CH3:16])[N:10]=2)[CH2:3]1. The catalyst class is: 9. (8) Reactant: [OH:1][C:2]1[C:15]2[C:14](=[O:16])[C:13]3[CH:12]=[C:11]4[CH:17]=[CH:18][CH:19]=[CH:20][C:10]4=[CH:9][C:8]=3[NH:7][C:6]=2[CH:5]=[C:4]([OH:21])[CH:3]=1.C(=O)([O-])[O-].[K+].[K+].[I-].[K+].Cl[C:31]([CH3:35])([CH3:34])[C:32]#[CH:33]. Product: [OH:1][C:2]1[CH:3]=[C:4]2[O:21][C:31]([CH3:35])([CH3:34])[CH:32]=[CH:33][C:5]2=[C:6]2[C:15]=1[C:14](=[O:16])[C:13]1[CH:12]=[C:11]3[CH:17]=[CH:18][CH:19]=[CH:20][C:10]3=[CH:9][C:8]=1[NH:7]2. The catalyst class is: 9.